From a dataset of Forward reaction prediction with 1.9M reactions from USPTO patents (1976-2016). Predict the product of the given reaction. Given the reactants Br[C:2]1[CH:16]=[CH:15][C:5]([CH2:6][CH2:7][O:8][CH:9]2[CH2:14][CH2:13][CH2:12][CH2:11][O:10]2)=[CH:4][CH:3]=1.C([Li])CCC.[SiH:22](Cl)([C:27]([CH3:30])([CH3:29])[CH3:28])[C:23]([CH3:26])([CH3:25])[CH3:24].C([O-])(O)=O.[Na+], predict the reaction product. The product is: [C:23]([SiH:22]([C:27]([CH3:30])([CH3:29])[CH3:28])[C:2]1[CH:16]=[CH:15][C:5]([CH2:6][CH2:7][O:8][CH:9]2[CH2:14][CH2:13][CH2:12][CH2:11][O:10]2)=[CH:4][CH:3]=1)([CH3:26])([CH3:25])[CH3:24].